Dataset: Forward reaction prediction with 1.9M reactions from USPTO patents (1976-2016). Task: Predict the product of the given reaction. (1) Given the reactants Cl.Cl.[CH3:3][C:4]1[CH:9]=[CH:8][C:7]([C:10]2[C:11]([C:16]([NH:18][C:19]3[CH:24]=[CH:23][C:22]([NH:25][CH2:26][CH2:27][C:28]4[CH:33]=[CH:32][CH:31]=[CH:30][N:29]=4)=[CH:21][CH:20]=3)=[O:17])=[CH:12][CH:13]=[CH:14][CH:15]=2)=[CH:6][CH:5]=1.C(OCC)(=O)C.O1CCCC1.[OH-].[Na+], predict the reaction product. The product is: [CH3:3][C:4]1[CH:9]=[CH:8][C:7]([C:10]2[C:11]([C:16]([NH:18][C:19]3[CH:24]=[CH:23][C:22]([NH:25][CH2:26][CH2:27][C:28]4[CH:33]=[CH:32][CH:31]=[CH:30][N:29]=4)=[CH:21][CH:20]=3)=[O:17])=[CH:12][CH:13]=[CH:14][CH:15]=2)=[CH:6][CH:5]=1. (2) Given the reactants [Cl:1][C:2]1[C:3]([NH:23][C:24]2[CH:28]=[C:27]([CH3:29])[NH:26][N:25]=2)=[N:4][C:5]([NH:8][C:9]2[CH:14]=[C:13]([CH3:15])[C:12]([CH:16]3[CH2:21][CH2:20][NH:19][CH2:18][CH2:17]3)=[CH:11][C:10]=2[F:22])=[N:6][CH:7]=1.Cl[CH2:31][C:32](Cl)=[O:33].C(N(CC)CC)C.[CH3:42][N:43]1[CH2:48][CH2:47][NH:46][CH2:45][CH2:44]1, predict the reaction product. The product is: [Cl:1][C:2]1[C:3]([NH:23][C:24]2[CH:28]=[C:27]([CH3:29])[NH:26][N:25]=2)=[N:4][C:5]([NH:8][C:9]2[C:10]([F:22])=[CH:11][C:12]([CH:16]3[CH2:17][CH2:18][N:19]([C:32](=[O:33])[CH2:31][N:46]4[CH2:47][CH2:48][N:43]([CH3:42])[CH2:44][CH2:45]4)[CH2:20][CH2:21]3)=[C:13]([CH3:15])[CH:14]=2)=[N:6][CH:7]=1. (3) Given the reactants CC1(C)OC(=S)NC2C=CC(C3N(C)C(C#N)=CC=3)=CC1=2.[H-].[Na+].[C:24](=[O:26])=[O:25].CC([O:30][C@@H:31]1[C@@H:36]([O:37]C(C)=O)[C@@H](Br)[O:34][C@H:33]([C:42](OC)=[O:43])[C@H:32]1[O:46]C(C)=O)=O, predict the reaction product. The product is: [O:37]=[CH:36][C@@H:31]([C@H:32]([C@@H:33]([C@@H:42]([C:24]([OH:26])=[O:25])[OH:43])[OH:34])[OH:46])[OH:30]. (4) The product is: [OH:1][C:2]1[CH:7]=[CH:6][C:5]([NH:8][S:9]([CH3:12])(=[O:10])=[O:11])=[CH:4][C:3]=1[C:13]1[C:21]2[C:20]([NH:22][C@H:23]([C:25]3[N:30]([C:31]4[CH:36]=[CH:35][CH:34]=[CH:33][CH:32]=4)[C:29](=[O:37])[C:28]4=[C:38]([CH3:41])[CH:39]=[CH:40][N:27]4[N:26]=3)[CH3:24])=[N:19][CH:18]=[N:17][C:16]=2[NH:15][CH:14]=1. Given the reactants [OH:1][C:2]1[CH:7]=[CH:6][C:5]([NH:8][S:9]([CH3:12])(=[O:11])=[O:10])=[CH:4][C:3]=1[C:13]1[C:21]2[C:20]([NH:22][C@H:23]([C:25]3[N:30]([C:31]4[CH:36]=[CH:35][CH:34]=[CH:33][CH:32]=4)[C:29](=[O:37])[C:28]4=[C:38]([CH3:41])[CH:39]=[CH:40][N:27]4[N:26]=3)[CH3:24])=[N:19][CH:18]=[N:17][C:16]=2[N:15](COCC[Si](C)(C)C)[CH:14]=1.FC(F)(F)C(O)=O.N, predict the reaction product. (5) Given the reactants [F:1][C:2]([F:39])([F:38])[C:3]1[CH:4]=[C:5]([CH2:13][O:14][CH:15]2[CH2:19][CH2:18][CH:17]([N:20](C(OCC3C=CC=CC=3)=O)[CH3:21])[CH:16]2[C:32]2[CH:37]=[CH:36][CH:35]=[CH:34][CH:33]=2)[CH:6]=[C:7]([C:9]([F:12])([F:11])[F:10])[CH:8]=1.C(OCC)(=O)C, predict the reaction product. The product is: [F:1][C:2]([F:38])([F:39])[C:3]1[CH:4]=[C:5]([CH2:13][O:14][CH:15]2[CH2:19][CH2:18][CH:17]([NH:20][CH3:21])[CH:16]2[C:32]2[CH:33]=[CH:34][CH:35]=[CH:36][CH:37]=2)[CH:6]=[C:7]([C:9]([F:12])([F:11])[F:10])[CH:8]=1. (6) Given the reactants [C:1]([C:3](=[C:7](SC)SC)[C:4]([NH2:6])=[O:5])#[N:2].[NH2:12][C:13]1[CH:14]=[C:15]([CH:18]=[CH:19][CH:20]=1)[C:16]#[N:17].O.[NH2:22][NH2:23], predict the reaction product. The product is: [NH2:2][C:1]1[NH:23][N:22]=[C:7]([NH:12][C:13]2[CH:20]=[CH:19][CH:18]=[C:15]([C:16]#[N:17])[CH:14]=2)[C:3]=1[C:4]([NH2:6])=[O:5].